Dataset: Reaction yield outcomes from USPTO patents with 853,638 reactions. Task: Predict the reaction yield, written as a fraction of the theoretical maximum amount of product (1.0 means a 100% yield; for example, 0.34 means a 34% yield). The reactants are [CH3:1][C:2]([CH3:30])([CH3:29])[CH:3]([OH:28])[CH2:4][O:5][C:6]1[CH:11]=[CH:10][C:9]([C:12]([C:17]2[CH:25]=[CH:24][C:20]([C:21]([OH:23])=[O:22])=[C:19]([CH3:26])[CH:18]=2)([CH2:15][CH3:16])[CH2:13][CH3:14])=[CH:8][C:7]=1[CH3:27].CC(OI1(OC(C)=O)(OC(C)=O)OC(=O)C2C=CC=CC1=2)=O. The catalyst is C(Cl)Cl.CCOC(C)=O. The product is [CH3:30][C:2]([CH3:1])([CH3:29])[C:3](=[O:28])[CH2:4][O:5][C:6]1[CH:11]=[CH:10][C:9]([C:12]([C:17]2[CH:25]=[CH:24][C:20]([C:21]([OH:23])=[O:22])=[C:19]([CH3:26])[CH:18]=2)([CH2:15][CH3:16])[CH2:13][CH3:14])=[CH:8][C:7]=1[CH3:27]. The yield is 0.950.